The task is: Predict the reaction yield, written as a fraction of the theoretical maximum amount of product (1.0 means a 100% yield; for example, 0.34 means a 34% yield).. This data is from Reaction yield outcomes from USPTO patents with 853,638 reactions. The reactants are [C:1]1([C:7]2([CH2:12]OS(C)(=O)=O)[CH2:11][CH2:10][CH2:9][CH2:8]2)[CH:6]=[CH:5][CH:4]=[CH:3][CH:2]=1.[C-:18]#[N:19].[Na+]. The catalyst is CS(C)=O.O. The product is [C:1]1([C:7]2([CH2:12][C:18]#[N:19])[CH2:11][CH2:10][CH2:9][CH2:8]2)[CH:6]=[CH:5][CH:4]=[CH:3][CH:2]=1. The yield is 0.340.